This data is from Experimentally validated miRNA-target interactions with 360,000+ pairs, plus equal number of negative samples. The task is: Binary Classification. Given a miRNA mature sequence and a target amino acid sequence, predict their likelihood of interaction. (1) The miRNA is hsa-miR-141-3p with sequence UAACACUGUCUGGUAAAGAUGG. The protein sequence of the target gene is MSRRKQAKPRSVKVEEGEASDFSLAWDSSVAAAGGLEGEPECDRKTSRALEDRNSVTSQEERNEDDEDVEDESIYTCDHCQQDFESLADLTDHRAHRCPGDGDDDPQLSWVASSPSSKDVASPTQMIGDGCDLGLGEEEGGTGLPYPCQFCDKSFIRLSYLKRHEQIHSDKLPFKCTFCSRLFKHKRSRDRHIKLHTGDKKYHCHECEAAFSRSDHLKIHLKTHSSSKPFKCSVCKRGFSSTSSLQSHMQAHKKNKEHLAKSEKEAKKDDFMCDYCEDTFSQTEELEKHVLTLHPQLSEK.... Result: 0 (no interaction). (2) The miRNA is hsa-miR-3174 with sequence UAGUGAGUUAGAGAUGCAGAGCC. The protein sequence of the target gene is MAAAARARVTHLLRHLQSTACQCPTHSHTYSQAPGPSGKTADYAFEMAVSNIRYGAGVTKEVGMDLQNMGAKNVCLMTDKNLSQLPPVQIVMDSLSKNGISFQVYDDVRVEPTDGSFMDAIEFAKKGAFDAYVAVGGGSTMDTCKAANLYASSPHSEFLDYVNAPIGKGKPVTVPLKPLIAVPTTSGTGSETTGVAIFDYEHLKVKTGIASRAIKPTLGLVDPLHTLHMPCQVVANSGFDVLCHALESYTAIPYSMRSPCPSNPIQRPAYQGSNPISDIWAVHALQIVAKYLKRAVRNPD.... Result: 0 (no interaction). (3) The miRNA is hsa-miR-8074 with sequence CUAUGGCGAGACUGGCAUGUACUC. The protein sequence of the target gene is MAAAGARRSPGRGLGLRGRPRLGFHPGPPPPPPPPLLLLFLLLLPPPPLLAGATAAAASREPDSPCRLKTVTVSTLPALRESDIGWSGARTGAAAGAGAGTGAGAGAAAAAASAASPGSAGSAGTAAESRLLLFVRNELPGRIAVQDDLDNTELPFFTLEMSGTAADISLVHWRQQWLENGTLYFHVSMSSSGQLAQATAPTLQEPSEIVEEQMHILHISVMGGLIALLLLLLVFTVALYAQRRWQKRRRIPQKSASTEATHEIHYIPSVLLGPQARESFRSSRLQTHNSVIGVPIRETP.... Result: 0 (no interaction). (4) The miRNA is hsa-miR-581 with sequence UCUUGUGUUCUCUAGAUCAGU. The protein sequence of the target gene is MDHLNEATQGKEHSEMSNNVSDPKGPPAKIARLEQNGSPLGRGRLGSTGAKMQGVPLKHSGHLMKTNLRKGTMLPVFCVVEHYENAIEYDCKEEHAEFVLVRKDMLFNQLIEMALLSLGYSHSSAAQAKGLIQVGKWNPVPLSYVTDAPDATVADMLQDVYHVVTLKIQLHSCPKLEDLPPEQWSHTTVRNALKDLLKDMNQSSLAKECPLSQSMISSIVNSTYYANVSAAKCQEFGRWYKHFKKTKDMMVEMDSLSELSQQGANHVNFGQQPVPGNTAEQPPSPAQLSHGSQPSVRTPL.... Result: 1 (interaction). (5) Result: 0 (no interaction). The miRNA is hsa-miR-654-5p with sequence UGGUGGGCCGCAGAACAUGUGC. The protein sequence of the target gene is MRAWIFFLLCLAGRALAAPQQTEVAEEIVEEETVVEETGVPVGANPVQVEMGEFEDGAEETVEEVVADNPCQNHHCKHGKVCELDESNTPMCVCQDPTSCPAPIGEFEKVCSNDNKTFDSSCHFFATKCTLEGTKKGHKLHLDYIGPCKYIAPCLDSELTEFPLRMRDWLKNVLVTLYERDEGNNLLTEKQKLRVKKIHENEKRLEAGDHPVELLARDFEKNYNMYIFPVHWQFGQLDQHPIDGYLSHTELAPLRAPLIPMEHCTTRFFETCDLDNDKYIALEEWAGCFGIKEQDINKDL.... (6) The miRNA is hsa-miR-4754 with sequence AUGCGGACCUGGGUUAGCGGAGU. The protein sequence of the target gene is MMAAALGPPEVIAQLENAAKVLMAPPSMVNNEQRQHAEHIFLSFRKSKSPFAVCKHILETSKVDYVLFQAATAIMEAVVREWILLEKGSIESLRTFLLTYVLQRPNLQKYVREQILLAVAVIVKRGSLDKSIDCKSIFHEVSQLISSGNPTVQTLACSILTALLSEFSSSSKTSNIGLSMEFHGNCKRVFQEEDLRQIFMLTVEVLQEFSRRENLNAQMSSVFQRYLALANQVLSWNFLPPNLGRHYIAMFESSQNVLLKPTESWRETLLDSRVMELFFTVHRKIREDSDMAQDSLQCLA.... Result: 0 (no interaction).